From a dataset of Catalyst prediction with 721,799 reactions and 888 catalyst types from USPTO. Predict which catalyst facilitates the given reaction. (1) Reactant: C1COCC1.[O:6]([C:13]1[S:17][C:16]([CH:18]=[O:19])=[CH:15][CH:14]=1)[C:7]1[CH:12]=[CH:11][CH:10]=[CH:9][CH:8]=1.[H-].[H-].[H-].[H-].[Li+].[Al+3]. Product: [O:6]([C:13]1[S:17][C:16]([CH2:18][OH:19])=[CH:15][CH:14]=1)[C:7]1[CH:8]=[CH:9][CH:10]=[CH:11][CH:12]=1. The catalyst class is: 6. (2) Reactant: [Cl:1][C:2]1[CH:3]=[CH:4][C:5]2[N:11]3[C:12]([C:15]([F:18])([F:17])[F:16])=[N:13][N:14]=[C:10]3[C@@H:9]([CH2:19][C:20]([N:22]3[CH2:27][CH2:26][CH:25]([CH2:28][C:29]([O:31]CC)=[O:30])[CH2:24][CH2:23]3)=[O:21])[S:8][C@H:7]([C:34]3[CH:39]=[CH:38][CH:37]=[C:36]([O:40][CH3:41])[C:35]=3[O:42][CH3:43])[C:6]=2[CH:44]=1.Cl.C(OCC)(=O)C. Product: [Cl:1][C:2]1[CH:3]=[CH:4][C:5]2[N:11]3[C:12]([C:15]([F:17])([F:16])[F:18])=[N:13][N:14]=[C:10]3[C@@H:9]([CH2:19][C:20]([N:22]3[CH2:23][CH2:24][CH:25]([CH2:28][C:29]([OH:31])=[O:30])[CH2:26][CH2:27]3)=[O:21])[S:8][C@H:7]([C:34]3[CH:39]=[CH:38][CH:37]=[C:36]([O:40][CH3:41])[C:35]=3[O:42][CH3:43])[C:6]=2[CH:44]=1. The catalyst class is: 12. (3) Reactant: [CH3:1][N:2]1[C:10]2[C:5](=[CH:6][C:7]([C:11]3[N:16]4[N:17]=[C:18]([NH2:20])[N:19]=[C:15]4[CH:14]=[N:13][CH:12]=3)=[CH:8][CH:9]=2)[CH:4]=[N:3]1.Cl[C:22]1[CH:23]=[C:24]([S:28]([NH2:31])(=[O:30])=[O:29])[CH:25]=[CH:26][CH:27]=1.C1(P(C2CCCCC2)C2C=CC=CC=2C2C=CC=CC=2N(C)C)CCCCC1. Product: [CH3:1][N:2]1[C:10]2[C:5](=[CH:6][C:7]([C:11]3[N:16]4[N:17]=[C:18]([NH:20][C:22]5[CH:23]=[C:24]([S:28]([NH2:31])(=[O:30])=[O:29])[CH:25]=[CH:26][CH:27]=5)[N:19]=[C:15]4[CH:14]=[N:13][CH:12]=3)=[CH:8][CH:9]=2)[CH:4]=[N:3]1. The catalyst class is: 107. (4) Reactant: [N:1]1[CH:6]=[C:5](/[CH:7]=[N:8]/[NH:9][C:10]2[CH:15]=[CH:14][CH:13]=[C:12]([O:16][C:17]([F:20])([F:19])[F:18])[CH:11]=2)[CH:4]=[N:3][CH:2]=1.[C:21]([O:27][CH2:28][CH3:29])(=[O:26])[CH2:22][C:23]([CH3:25])=O. Product: [CH2:28]([O:27][C:21]([C:22]1[C:7]([C:5]2[CH:6]=[N:1][CH:2]=[N:3][CH:4]=2)=[N:8][N:9]([C:10]2[CH:15]=[CH:14][CH:13]=[C:12]([O:16][C:17]([F:18])([F:19])[F:20])[CH:11]=2)[C:23]=1[CH3:25])=[O:26])[CH3:29]. The catalyst class is: 530.